Dataset: Full USPTO retrosynthesis dataset with 1.9M reactions from patents (1976-2016). Task: Predict the reactants needed to synthesize the given product. (1) Given the product [ClH:43].[S:14]([N:11]1[C:8]2=[N:9][CH:10]=[C:5]([CH2:4][NH2:1])[N:6]=[C:7]2[CH:13]=[CH:12]1)([C:17]1[CH:18]=[CH:19][C:20]([CH3:21])=[CH:22][CH:23]=1)(=[O:15])=[O:16], predict the reactants needed to synthesize it. The reactants are: [N:1]([CH2:4][C:5]1[N:6]=[C:7]2[CH:13]=[CH:12][N:11]([S:14]([C:17]3[CH:23]=[CH:22][C:20]([CH3:21])=[CH:19][CH:18]=3)(=[O:16])=[O:15])[C:8]2=[N:9][CH:10]=1)=[N+]=[N-].C1C=CC(P(C2C=CC=CC=2)C2C=CC=CC=2)=CC=1.[ClH:43].CO. (2) Given the product [Br:1][C:6]1[S:5][C:4]([CH3:3])=[N:8][C:7]=1[C:9]1[CH:10]=[CH:11][C:12]([N+:15]([O-:17])=[O:16])=[CH:13][CH:14]=1, predict the reactants needed to synthesize it. The reactants are: [Br:1]Br.[CH3:3][C:4]1[S:5][CH:6]=[C:7]([C:9]2[CH:14]=[CH:13][C:12]([N+:15]([O-:17])=[O:16])=[CH:11][CH:10]=2)[N:8]=1. (3) Given the product [C:1]1([C:7]2[CH:12]=[CH:11][CH:10]=[CH:9][C:8]=2[O:13][CH3:14])[CH:2]=[CH:3][CH:4]=[CH:5][CH:6]=1, predict the reactants needed to synthesize it. The reactants are: [C:1]1([C:7]2[CH:12]=[CH:11][CH:10]=[CH:9][C:8]=2[OH:13])[CH:6]=[CH:5][CH:4]=[CH:3][CH:2]=1.[C:14]([O-])([O-])=O.[K+].[K+].COS(OC)(=O)=O.CCO.